From a dataset of Catalyst prediction with 721,799 reactions and 888 catalyst types from USPTO. Predict which catalyst facilitates the given reaction. (1) Reactant: Br[C:2]1[CH:10]=[C:9]2[C:5]([C:6]([CH2:18][CH3:19])=[N:7][N:8]2[C:11]2[CH:16]=[CH:15][C:14]([F:17])=[CH:13][CH:12]=2)=[CH:4][CH:3]=1.[CH2:20]([O:22][C:23]([CH:25]1[CH2:30][CH2:29][C:28](=[O:31])[CH2:27][CH2:26]1)=[O:24])[CH3:21]. Product: [CH2:20]([O:22][C:23]([CH:25]1[CH2:30][CH2:29][C:28]([C:2]2[CH:10]=[C:9]3[C:5]([C:6]([CH2:18][CH3:19])=[N:7][N:8]3[C:11]3[CH:16]=[CH:15][C:14]([F:17])=[CH:13][CH:12]=3)=[CH:4][CH:3]=2)([OH:31])[CH2:27][CH2:26]1)=[O:24])[CH3:21]. The catalyst class is: 13. (2) Reactant: [Cl:1][C:2]1[CH:3]=[C:4]([CH:24]=[CH:25][CH:26]=1)[CH2:5][NH:6][C:7]([C:9]1[O:10][CH:11]=[CH:12][C:13](=[O:23])[C:14]=1[O:15][CH2:16][C:17]1[CH:22]=[CH:21][CH:20]=[CH:19][CH:18]=1)=[O:8].[CH3:27][C:28]([CH3:32])([CH3:31])[CH:29]=[O:30].C([N-]C(C)C)(C)C.[Li+].O1CCCC1.C1CCCCC1. Product: [Cl:1][C:2]1[CH:3]=[C:4]([CH:24]=[CH:25][CH:26]=1)[CH2:5][NH:6][C:7]([C:9]1[O:10][CH:11]=[C:12]([CH:29]([OH:30])[C:28]([CH3:32])([CH3:31])[CH3:27])[C:13](=[O:23])[C:14]=1[O:15][CH2:16][C:17]1[CH:18]=[CH:19][CH:20]=[CH:21][CH:22]=1)=[O:8]. The catalyst class is: 7. (3) Reactant: [CH3:1][O:2][CH:3]([O:14][CH3:15])[C:4]1[CH:13]=[CH:12][C:11]2[C:6](=[N:7][CH:8]=[CH:9][CH:10]=2)[N:5]=1. Product: [CH3:15][O:14][CH:3]([O:2][CH3:1])[C:4]1[CH:13]=[CH:12][C:11]2[CH2:10][CH2:9][CH2:8][NH:7][C:6]=2[N:5]=1. The catalyst class is: 29. (4) Reactant: [H-].[Na+].[CH3:3][N:4]1[C:8]2[CH:9]=[C:10]3[C:15](=[CH:16][C:7]=2[N:6]([CH3:23])[C:5]1=[O:24])[C:14](=[O:17])[CH:13]([C:18]([O:20][CH2:21][CH3:22])=[O:19])[CH2:12][CH2:11]3.Br[CH2:26][CH2:27][CH2:28][Cl:29].O. Product: [Cl:29][CH2:28][CH2:27][CH2:26][C:13]1([C:18]([O:20][CH2:21][CH3:22])=[O:19])[CH2:12][CH2:11][C:10]2[C:15](=[CH:16][C:7]3[N:6]([CH3:23])[C:5](=[O:24])[N:4]([CH3:3])[C:8]=3[CH:9]=2)[C:14]1=[O:17]. The catalyst class is: 9. (5) Reactant: [OH:1][C@@:2]1([C:9]#[C:10][C:11]2[CH:12]=[C:13]([C:17]3[C:22]4[CH2:23][CH2:24][CH2:25][C:21]=4[CH:20]=[C:19]([C:26](OCC)=[O:27])[N:18]=3)[CH:14]=[CH:15][CH:16]=2)[CH2:6][CH2:5][N:4]([CH3:7])[C:3]1=[O:8].[NH3:31]. Product: [OH:1][C@@:2]1([C:9]#[C:10][C:11]2[CH:12]=[C:13]([C:17]3[C:22]4[CH2:23][CH2:24][CH2:25][C:21]=4[CH:20]=[C:19]([C:26]([NH2:31])=[O:27])[N:18]=3)[CH:14]=[CH:15][CH:16]=2)[CH2:6][CH2:5][N:4]([CH3:7])[C:3]1=[O:8]. The catalyst class is: 5. (6) Reactant: C([C:3](=P(C1C=CC=CC=1)(C1C=CC=CC=1)C1C=CC=CC=1)[C:4]([C@@H:6]([NH:11][C:12](=[O:27])[O:13][CH2:14][C:15]1([CH2:19][C:20]2[CH:25]=[CH:24][C:23]([F:26])=[CH:22][CH:21]=2)[CH2:18][CH2:17][CH2:16]1)[CH2:7][CH2:8][CH2:9][CH3:10])=[O:5])#N.[O:47]=[O+][O-].[NH2:50][C:51]1[CH:55]=[CH:54][NH:53][N:52]=1. Product: [O:47]=[C:3]([NH:50][C:51]1[NH:52][N:53]=[CH:54][CH:55]=1)[C:4]([C@@H:6]([NH:11][C:12](=[O:27])[O:13][CH2:14][C:15]1([CH2:19][C:20]2[CH:21]=[CH:22][C:23]([F:26])=[CH:24][CH:25]=2)[CH2:18][CH2:17][CH2:16]1)[CH2:7][CH2:8][CH2:9][CH3:10])=[O:5]. The catalyst class is: 4. (7) Reactant: C([O:3][C:4]([C:6]1[C:15]2[C:10](=[CH:11][CH:12]=[CH:13][CH:14]=2)[C:9](=[O:16])[N:8]([C:17]2[CH:22]=[CH:21][CH:20]=[CH:19][CH:18]=2)[C:7]=1[CH3:23])=[O:5])C.[OH-].[Na+]. Product: [CH3:23][C:7]1[N:8]([C:17]2[CH:22]=[CH:21][CH:20]=[CH:19][CH:18]=2)[C:9](=[O:16])[C:10]2[C:15]([C:6]=1[C:4]([OH:5])=[O:3])=[CH:14][CH:13]=[CH:12][CH:11]=2. The catalyst class is: 24.